This data is from Full USPTO retrosynthesis dataset with 1.9M reactions from patents (1976-2016). The task is: Predict the reactants needed to synthesize the given product. (1) Given the product [ClH:1].[OH:3][C:4]1[C:13]2[C:8](=[CH:9][CH:10]=[CH:11][CH:12]=2)[CH:7]=[CH:6][C:5]=1[CH2:14][CH:15]([NH2:17])[CH3:16], predict the reactants needed to synthesize it. The reactants are: [ClH:1].C[O:3][C:4]1[C:13]2[C:8](=[CH:9][CH:10]=[CH:11][CH:12]=2)[CH:7]=[CH:6][C:5]=1[CH2:14][CH:15]([NH2:17])[CH3:16].Br. (2) Given the product [CH:18]1([CH2:17][N:42]2[C:38]3[CH:37]=[C:36]([F:35])[C:61]([F:62])=[CH:60][C:39]=3[N:40]=[C:41]2[C:43]2[CH:59]=[CH:58][CH:57]=[CH:56][C:44]=2[CH2:45][O:46][C:47]2[CH:54]=[CH:53][C:50]([C:51]#[N:52])=[CH:49][C:48]=2[F:55])[CH2:23][CH2:22][CH2:21][CH2:20][CH2:19]1, predict the reactants needed to synthesize it. The reactants are: C1(COC2C(C3N([CH2:17][C:18]4[CH:23]=[CH:22][C:21](CCC(O)=O)=[CH:20][CH:19]=4)C4C=C(F)C(F)=CC=4N=3)=CC=CN=2)CC1.[F:35][C:36]1[C:61]([F:62])=[CH:60][C:39]2[NH:40][C:41]([C:43]3[CH:59]=[CH:58][CH:57]=[CH:56][C:44]=3[CH2:45][O:46][C:47]3[CH:54]=[CH:53][C:50]([C:51]#[N:52])=[CH:49][C:48]=3[F:55])=[N:42][C:38]=2[CH:37]=1.BrCC1CCCCC1. (3) Given the product [CH2:8]([O:15][C:16]1[CH:21]=[C:20]([C:3](=[O:2])[CH2:4][O:6][CH3:7])[CH:19]=[CH:18][CH:17]=1)[C:9]1[CH:14]=[CH:13][CH:12]=[CH:11][CH:10]=1, predict the reactants needed to synthesize it. The reactants are: C[O:2][CH2:3][C:4]([O:6][CH3:7])=O.[CH2:8]([O:15][C:16]1[CH:17]=[C:18]([Mg]Br)[CH:19]=[CH:20][CH:21]=1)[C:9]1[CH:14]=[CH:13][CH:12]=[CH:11][CH:10]=1. (4) Given the product [Br:1][C:2]1[CH:10]=[CH:9][CH:8]=[C:7]2[C:3]=1[C:4]1([C:25]3[C:34](=[CH:33][C:28]4[O:29][CH2:30][CH2:31][O:32][C:27]=4[CH:26]=3)[O:35][CH2:36]1)[C:5](=[O:24])[N:6]2[CH:11]([C:18]1[CH:23]=[CH:22][CH:21]=[CH:20][CH:19]=1)[C:12]1[CH:13]=[CH:14][CH:15]=[CH:16][CH:17]=1, predict the reactants needed to synthesize it. The reactants are: [Br:1][C:2]1[CH:10]=[CH:9][CH:8]=[C:7]2[C:3]=1[CH:4]([C:25]1[C:34]([OH:35])=[CH:33][C:28]3[O:29][CH2:30][CH2:31][O:32][C:27]=3[CH:26]=1)[C:5](=[O:24])[N:6]2[CH:11]([C:18]1[CH:23]=[CH:22][CH:21]=[CH:20][CH:19]=1)[C:12]1[CH:17]=[CH:16][CH:15]=[CH:14][CH:13]=1.[C:36]1(C(C2C=CC=CC=2)N2C3C(=CC=CC=3)C(C3C=C(C)C(OC)=CC=3O)C2=O)C=CC=CC=1. (5) Given the product [CH2:23]([O:22][C:20](=[O:21])[NH:19][CH2:18][CH2:17][CH2:16][CH2:15][CH2:14][CH2:13][OH:12])[C:24]1[CH:29]=[CH:28][CH:27]=[CH:26][CH:25]=1, predict the reactants needed to synthesize it. The reactants are: [H-].C([Al+]CC(C)C)C(C)C.C[O:12][C:13](=O)[CH2:14][CH2:15][CH2:16][CH2:17][CH2:18][NH:19][C:20]([O:22][CH2:23][C:24]1[CH:29]=[CH:28][CH:27]=[CH:26][CH:25]=1)=[O:21].CO.Cl. (6) Given the product [C:14]([O:1][C:2]1[C:7]([N+:8]([O-:10])=[O:9])=[CH:6][CH:5]=[CH:4][C:3]=1[C:11](=[O:13])[CH3:12])(=[O:21])[C:15]1[CH:20]=[CH:19][CH:18]=[N:17][CH:16]=1, predict the reactants needed to synthesize it. The reactants are: [OH:1][C:2]1[C:7]([N+:8]([O-:10])=[O:9])=[CH:6][CH:5]=[CH:4][C:3]=1[C:11](=[O:13])[CH3:12].[C:14](O)(=[O:21])[C:15]1[CH:20]=[CH:19][CH:18]=[N:17][CH:16]=1.C1CCC(N=C=NC2CCCCC2)CC1. (7) The reactants are: [OH:1][CH:2]1[CH2:7][CH2:6][CH:5]([NH:8][C:9](=[O:15])[O:10][C:11]([CH3:14])([CH3:13])[CH3:12])[CH2:4][CH2:3]1.[C:16](O)(=[O:18])[CH3:17].C1(P(C2C=CC=CC=2)C2C=CC=CC=2)C=CC=CC=1.N(C(OCC)=O)=NC(OCC)=O.C(=O)(O)[O-].[Na+]. Given the product [C:16]([O:1][CH:2]1[CH2:7][CH2:6][CH:5]([NH:8][C:9]([O:10][C:11]([CH3:12])([CH3:14])[CH3:13])=[O:15])[CH2:4][CH2:3]1)(=[O:18])[CH3:17], predict the reactants needed to synthesize it. (8) Given the product [CH3:85][C:86]1[O:90][C:89]([C@@H:91]([NH2:99])[CH2:92][C:93]2[CH:98]=[CH:97][CH:96]=[CH:95][CH:94]=2)=[N:88][N:87]=1, predict the reactants needed to synthesize it. The reactants are: C(OC(N(C)[C@@H](C)C(N[C@@H](C(C)(C)C)C(N1[C@H](C(N[C@@H](CC2C=CC=CC=2)C(O)=O)=O)CC2C(=CC([C@H]3C[C@@H](C(=O)N[C@H]4C5C(=CC=CC=5)CCC4)N(C(=O)[C@@H](NC(=O)[C@@H](N(C(OC(C)(C)C)=O)C)C)C(C)(C)C)C3)=CC=2)C1)=O)=O)=O)(C)(C)C.[CH3:85][C:86]1[O:90][C:89]([C@@H:91]([NH:99]C(=O)OC(C)(C)C)[CH2:92][C:93]2[CH:98]=[CH:97][CH:96]=[CH:95][CH:94]=2)=[N:88][N:87]=1.